This data is from NCI-60 drug combinations with 297,098 pairs across 59 cell lines. The task is: Regression. Given two drug SMILES strings and cell line genomic features, predict the synergy score measuring deviation from expected non-interaction effect. (1) Drug 1: CC12CCC(CC1=CCC3C2CCC4(C3CC=C4C5=CN=CC=C5)C)O. Drug 2: C1C(C(OC1N2C=NC3=C(N=C(N=C32)Cl)N)CO)O. Cell line: ACHN. Synergy scores: CSS=9.22, Synergy_ZIP=-5.53, Synergy_Bliss=-1.14, Synergy_Loewe=-20.9, Synergy_HSA=-1.28. (2) Drug 1: CC1=C(C=C(C=C1)NC2=NC=CC(=N2)N(C)C3=CC4=NN(C(=C4C=C3)C)C)S(=O)(=O)N.Cl. Drug 2: C1=C(C(=O)NC(=O)N1)N(CCCl)CCCl. Cell line: SK-MEL-2. Synergy scores: CSS=16.2, Synergy_ZIP=-2.29, Synergy_Bliss=1.99, Synergy_Loewe=-1.99, Synergy_HSA=-1.37.